From a dataset of NCI-60 drug combinations with 297,098 pairs across 59 cell lines. Regression. Given two drug SMILES strings and cell line genomic features, predict the synergy score measuring deviation from expected non-interaction effect. (1) Cell line: T-47D. Synergy scores: CSS=12.9, Synergy_ZIP=6.30, Synergy_Bliss=8.25, Synergy_Loewe=11.4, Synergy_HSA=3.69. Drug 1: CC1=C2C(C(=O)C3(C(CC4C(C3C(C(C2(C)C)(CC1OC(=O)C(C(C5=CC=CC=C5)NC(=O)OC(C)(C)C)O)O)OC(=O)C6=CC=CC=C6)(CO4)OC(=O)C)O)C)O. Drug 2: C1CC(=O)NC(=O)C1N2C(=O)C3=CC=CC=C3C2=O. (2) Drug 1: CC1(CCCN1)C2=NC3=C(C=CC=C3N2)C(=O)N. Drug 2: CC(C)(C#N)C1=CC=C(C=C1)N2C3=C4C=C(C=CC4=NC=C3N(C2=O)C)C5=CC6=CC=CC=C6N=C5. Cell line: NCIH23. Synergy scores: CSS=49.3, Synergy_ZIP=2.75, Synergy_Bliss=1.28, Synergy_Loewe=-39.4, Synergy_HSA=1.98. (3) Drug 1: CC1=C(C=C(C=C1)C(=O)NC2=CC(=CC(=C2)C(F)(F)F)N3C=C(N=C3)C)NC4=NC=CC(=N4)C5=CN=CC=C5. Drug 2: C1=NC2=C(N=C(N=C2N1C3C(C(C(O3)CO)O)F)Cl)N. Cell line: NCI/ADR-RES. Synergy scores: CSS=18.6, Synergy_ZIP=-6.31, Synergy_Bliss=-8.69, Synergy_Loewe=-44.3, Synergy_HSA=-11.6. (4) Drug 1: CC1CCC2CC(C(=CC=CC=CC(CC(C(=O)C(C(C(=CC(C(=O)CC(OC(=O)C3CCCCN3C(=O)C(=O)C1(O2)O)C(C)CC4CCC(C(C4)OC)O)C)C)O)OC)C)C)C)OC. Drug 2: CC12CCC3C(C1CCC2OP(=O)(O)O)CCC4=C3C=CC(=C4)OC(=O)N(CCCl)CCCl.[Na+]. Cell line: IGROV1. Synergy scores: CSS=33.9, Synergy_ZIP=-4.59, Synergy_Bliss=1.63, Synergy_Loewe=-8.09, Synergy_HSA=2.05. (5) Drug 1: CC1=C2C(C(=O)C3(C(CC4C(C3C(C(C2(C)C)(CC1OC(=O)C(C(C5=CC=CC=C5)NC(=O)C6=CC=CC=C6)O)O)OC(=O)C7=CC=CC=C7)(CO4)OC(=O)C)O)C)OC(=O)C. Drug 2: C1C(C(OC1N2C=NC(=NC2=O)N)CO)O. Cell line: KM12. Synergy scores: CSS=35.1, Synergy_ZIP=-13.4, Synergy_Bliss=-19.8, Synergy_Loewe=-16.8, Synergy_HSA=-14.0.